This data is from Catalyst prediction with 721,799 reactions and 888 catalyst types from USPTO. The task is: Predict which catalyst facilitates the given reaction. (1) Reactant: [C:1]1([C:7]([NH:9][CH:10]2[CH2:15][CH:14]([C:16]3[CH:21]=[CH:20][C:19]([C:22]([F:25])([F:24])[F:23])=[CH:18][CH:17]=3)[CH2:13][N:12]([C:26]([N:28]3[CH2:33][CH2:32][CH:31]([C:34](O)=[O:35])[CH2:30][CH2:29]3)=[O:27])[CH2:11]2)=[O:8])[CH:6]=[CH:5][CH:4]=[CH:3][CH:2]=1.[CH3:37][N:38](C(ON1N=NC2C=CC=NC1=2)=[N+](C)C)[CH3:39].F[P-](F)(F)(F)(F)F.CNC. Product: [CH3:37][N:38]([CH3:39])[C:34]([CH:31]1[CH2:30][CH2:29][N:28]([C:26]([N:12]2[CH2:13][CH:14]([C:16]3[CH:21]=[CH:20][C:19]([C:22]([F:24])([F:25])[F:23])=[CH:18][CH:17]=3)[CH2:15][CH:10]([NH:9][C:7]([C:1]3[CH:2]=[CH:3][CH:4]=[CH:5][CH:6]=3)=[O:8])[CH2:11]2)=[O:27])[CH2:33][CH2:32]1)=[O:35]. The catalyst class is: 456. (2) Product: [P:36]([O:48][CH2:49][N:15]1[C:14]([C:9]2[CH:10]=[CH:11][C:12]([Cl:13])=[C:7]([Cl:6])[CH:8]=2)=[CH:18][S:17][C:16]1=[N:19][C:20](=[O:35])[CH2:21][N:22]1[C:30]2[C:29](=[O:31])[N:28]([CH3:32])[C:27](=[O:33])[N:26]([CH3:34])[C:25]=2[N:24]=[CH:23]1)([O:38][C:39]([CH3:42])([CH3:41])[CH3:40])([O:43][C:44]([CH3:45])([CH3:46])[CH3:47])=[O:37]. The catalyst class is: 3. Reactant: P([O-])([O-])([O-])=O.[Cl:6][C:7]1[CH:8]=[C:9]([C:14]2[N:15]=[C:16]([NH:19][C:20](=[O:35])[CH2:21][N:22]3[C:30]4[C:29](=[O:31])[N:28]([CH3:32])[C:27](=[O:33])[N:26]([CH3:34])[C:25]=4[N:24]=[CH:23]3)[S:17][CH:18]=2)[CH:10]=[CH:11][C:12]=1[Cl:13].[P:36]([O:48][CH2:49]I)([O:43][C:44]([CH3:47])([CH3:46])[CH3:45])([O:38][C:39]([CH3:42])([CH3:41])[CH3:40])=[O:37].[H-].[Na+]. (3) Reactant: N12CCCN=C1CCCCC2.Cl.[NH2:13][CH2:14][C:15]1[CH:23]=[CH:22][CH:21]=[C:20]2[C:16]=1[C:17](=[O:34])[N:18]([C:25]1([CH3:33])[CH2:30][CH2:29][C:28](=[O:31])[NH:27][C:26]1=[O:32])[C:19]2=[O:24].[CH2:35]([N:37]=[C:38]=[O:39])[CH3:36]. Product: [CH2:35]([NH:37][C:38]([NH:13][CH2:14][C:15]1[CH:23]=[CH:22][CH:21]=[C:20]2[C:16]=1[C:17](=[O:34])[N:18]([C:25]1([CH3:33])[CH2:30][CH2:29][C:28](=[O:31])[NH:27][C:26]1=[O:32])[C:19]2=[O:24])=[O:39])[CH3:36]. The catalyst class is: 10.